Dataset: Catalyst prediction with 721,799 reactions and 888 catalyst types from USPTO. Task: Predict which catalyst facilitates the given reaction. (1) Product: [C:1]([O:5][C:6]([C:8]1[S:12][C:11]([N:13]2[CH2:18][CH2:17][N:16]([S:19]([C:22]3[CH:27]=[CH:26][C:25]([O:28][C:29]([F:32])([F:30])[F:31])=[CH:24][CH:23]=3)(=[O:21])=[O:20])[C@@H:15]([C:33](=[O:35])[NH:47][CH2:46][C:43]3[CH:44]=[N:45][C:40]([CH:37]([CH3:39])[CH3:38])=[CH:41][CH:42]=3)[CH2:14]2)=[N:10][C:9]=1[CH3:36])=[O:7])([CH3:4])([CH3:2])[CH3:3]. The catalyst class is: 9. Reactant: [C:1]([O:5][C:6]([C:8]1[S:12][C:11]([N:13]2[CH2:18][CH2:17][N:16]([S:19]([C:22]3[CH:27]=[CH:26][C:25]([O:28][C:29]([F:32])([F:31])[F:30])=[CH:24][CH:23]=3)(=[O:21])=[O:20])[C@@H:15]([C:33]([OH:35])=O)[CH2:14]2)=[N:10][C:9]=1[CH3:36])=[O:7])([CH3:4])([CH3:3])[CH3:2].[CH:37]([C:40]1[N:45]=[CH:44][C:43]([CH2:46][NH2:47])=[CH:42][CH:41]=1)([CH3:39])[CH3:38].O.ON1C2C=CC=CC=2N=N1.Cl.C(N=C=NCCCN(C)C)C. (2) Reactant: [CH3:1][C:2]1[CH:3]=[C:4]([CH:8]=[N:9][C:10]([O:12][Si](C)(C)C)=[CH2:11])[CH:5]=[CH:6][CH:7]=1.[CH2:17]([O:19][C:20]([N:22]1[C:30]2[C:25](=[CH:26][CH:27]=[C:28]([Cl:31])[CH:29]=2)/[C:24](=[CH:32]/[C:33]2[CH:38]=[CH:37][CH:36]=[C:35]([Cl:39])[CH:34]=2)/[C:23]1=[O:40])=[O:21])[CH3:18].CO. Product: [CH2:17]([O:19][C:20]([N:22]1[C:30]2[C:25](=[CH:26][CH:27]=[C:28]([Cl:31])[CH:29]=2)[C:24]2([CH:32]([C:33]3[CH:38]=[CH:37][CH:36]=[C:35]([Cl:39])[CH:34]=3)[CH2:12][C:10](=[O:11])[NH:9][CH:8]2[C:4]2[CH:5]=[CH:6][CH:7]=[C:2]([CH3:1])[CH:3]=2)[C:23]1=[O:40])=[O:21])[CH3:18]. The catalyst class is: 11.